From a dataset of Full USPTO retrosynthesis dataset with 1.9M reactions from patents (1976-2016). Predict the reactants needed to synthesize the given product. Given the product [C:1]1([S:7][CH2:8][CH2:9][CH2:10][CH2:11][CH2:12][N:13]2[C:14]3[C:23]4[CH:22]=[CH:21][CH:20]=[CH:19][C:18]=4[N:17]=[CH:16][C:15]=3[N:24]=[CH:25]2)[CH:2]=[CH:3][CH:4]=[CH:5][CH:6]=1, predict the reactants needed to synthesize it. The reactants are: [C:1]1([S:7][CH2:8][CH2:9][CH2:10][CH2:11][CH2:12][NH:13][C:14]2[C:23]3[C:18](=[CH:19][CH:20]=[CH:21][CH:22]=3)[N:17]=[CH:16][C:15]=2[NH2:24])[CH:6]=[CH:5][CH:4]=[CH:3][CH:2]=1.[CH:25](OCC)(OCC)OCC.Cl.N1C=CC=CC=1.